Dataset: Reaction yield outcomes from USPTO patents with 853,638 reactions. Task: Predict the reaction yield, written as a fraction of the theoretical maximum amount of product (1.0 means a 100% yield; for example, 0.34 means a 34% yield). (1) The reactants are Br[C:2]1[CH:7]=[CH:6][C:5]([NH:8][C:9]([C:11]2[NH:12][CH:13]=[C:14]([C:16]#[N:17])[N:15]=2)=[O:10])=[C:4]([C:18]2[CH2:23][CH2:22][C:21]([CH3:25])([CH3:24])[CH2:20][CH:19]=2)[CH:3]=1.C([Mg]Cl)(C)C.C([Li])(C)(C)C.[CH3:36][C:37]([CH3:39])=[O:38].[NH4+].[Cl-]. The catalyst is C1COCC1.CCOC(C)=O. The product is [CH3:24][C:21]1([CH3:25])[CH2:22][CH2:23][C:18]([C:4]2[CH:3]=[C:2]([C:37]([OH:38])([CH3:39])[CH3:36])[CH:7]=[CH:6][C:5]=2[NH:8][C:9]([C:11]2[NH:12][CH:13]=[C:14]([C:16]#[N:17])[N:15]=2)=[O:10])=[CH:19][CH2:20]1. The yield is 0.530. (2) The reactants are [Br:1][C:2]1[CH:3]=[CH:4][C:5]([Cl:10])=[C:6]([O:8]C)[CH:7]=1.O.[Cl-].[Na+]. The catalyst is ClCCl. The product is [Br:1][C:2]1[CH:3]=[CH:4][C:5]([Cl:10])=[C:6]([OH:8])[CH:7]=1. The yield is 0.980. (3) The reactants are [Cl:1][C:2]1[N:7]=[CH:6][N:5]=[C:4]([NH2:8])[C:3]=1[N+:9]([O-])=O.Cl. The catalyst is C(O)C.O.[Fe]. The product is [Cl:1][C:2]1[N:7]=[CH:6][N:5]=[C:4]([NH2:8])[C:3]=1[NH2:9]. The yield is 0.371.